This data is from M1 muscarinic receptor antagonist screen with 61,756 compounds. The task is: Binary Classification. Given a drug SMILES string, predict its activity (active/inactive) in a high-throughput screening assay against a specified biological target. (1) The drug is s1c(n2c(c(cc2C)/C=N\n2cnnc2)C)c(c(c1C)C)C#N. The result is 0 (inactive). (2) The compound is O=C(NCCCN1CCCCCC1)c1n(c2c(c1)c(=O)n(c1c2cccc1)C)C. The result is 1 (active). (3) The molecule is O1C(CCC1)CNC(=O)c1c2nc3c(nc2n(c1N)CC=C)cccc3. The result is 0 (inactive). (4) The molecule is S(c1n(CCCc2ccccc2)c2c(n(c(=O)[nH]c2=O)C)n1)c1nc(ccn1)C. The result is 0 (inactive). (5) The compound is s1c2c(=O)n(CCCCCC(=O)NCc3sccc3)c(=O)[nH]c2cc1. The result is 0 (inactive). (6) The drug is s1c2c(CCCC2)c2c1nc(oc2=O)C(C)C. The result is 0 (inactive).